This data is from Reaction yield outcomes from USPTO patents with 853,638 reactions. The task is: Predict the reaction yield, written as a fraction of the theoretical maximum amount of product (1.0 means a 100% yield; for example, 0.34 means a 34% yield). (1) The reactants are [C:1]([CH:5]1[O:18][CH2:17][C:16]2[C:15]3[C:10](=[CH:11][CH:12]=[C:13]([C:19]([NH2:21])=O)[CH:14]=3)[C:9](=[O:22])[NH:8][C:7]=2[CH2:6]1)([CH3:4])([CH3:3])[CH3:2].C(N(CC)CC)C.FC(F)(F)C(OC(=O)C(F)(F)F)=O. The catalyst is CN1CCCC1=O. The product is [C:1]([CH:5]1[O:18][CH2:17][C:16]2[C:15]3[C:10](=[CH:11][CH:12]=[C:13]([C:19]#[N:21])[CH:14]=3)[C:9](=[O:22])[NH:8][C:7]=2[CH2:6]1)([CH3:4])([CH3:2])[CH3:3]. The yield is 0.620. (2) The reactants are C([S:4][CH2:5][CH2:6][CH:7]([S:12]([OH:15])(=[O:14])=[O:13])[C:8]([O:10]C)=[O:9])(=O)C.[OH-].[Na+].[N+:18]([C:21]1[CH:22]=[CH:23][C:24]([S:27][S:27][C:24]2[CH:23]=[CH:22][C:21]([N+:18]([O-:20])=[O:19])=[CH:26][N:25]=2)=[N:25][CH:26]=1)([O-:20])=[O:19]. The catalyst is O.CC(N(C)C)=O. The product is [N+:18]([C:21]1[CH:22]=[CH:23][C:24]([S:27][S:4][CH2:5][CH2:6][CH:7]([S:12]([OH:15])(=[O:13])=[O:14])[C:8]([OH:10])=[O:9])=[N:25][CH:26]=1)([O-:20])=[O:19]. The yield is 0.750. (3) The reactants are [CH3:1][O:2][C:3](=[O:13])[CH2:4][C:5]1[CH:10]=[CH:9][C:8]([Cl:11])=[C:7]([Cl:12])[CH:6]=1.[H-].[Na+].C[O:17][CH:18](OC)[CH2:19]Br. The catalyst is CN(C=O)C. The product is [CH3:1][O:2][C:3](=[O:13])[CH:4]([C:5]1[CH:10]=[CH:9][C:8]([Cl:11])=[C:7]([Cl:12])[CH:6]=1)[CH2:19][CH:18]=[O:17]. The yield is 0.320. (4) The reactants are [Br:1][C:2]1[CH:3]=[C:4]([CH:16]=[C:17]([CH:19]=[C:20]2[CH2:25][CH2:24][NH:23][CH2:22][CH2:21]2)[CH:18]=1)[O:5][C:6]1[CH:11]=[CH:10][C:9]([C:12]([F:15])([F:14])[F:13])=[CH:8][N:7]=1.[N:26]1[CH:31]=[CH:30][CH:29]=[C:28]([NH:32][C:33](=O)[O:34]C2C=CC=CC=2)[CH:27]=1.C(N(CC)CC)C. The catalyst is CS(C)=O.O. The product is [Br:1][C:2]1[CH:18]=[C:17]([CH:16]=[C:4]([O:5][C:6]2[CH:11]=[CH:10][C:9]([C:12]([F:15])([F:14])[F:13])=[CH:8][N:7]=2)[CH:3]=1)[CH:19]=[C:20]1[CH2:25][CH2:24][N:23]([C:33]([NH:32][C:28]2[CH:27]=[N:26][CH:31]=[CH:30][CH:29]=2)=[O:34])[CH2:22][CH2:21]1. The yield is 0.670. (5) The product is [F:33][C:29]1[CH:28]=[C:27]([CH:32]=[CH:31][CH:30]=1)[CH2:26][O:25][C:24]1[CH:23]=[CH:22][C:20]([NH:2][C:1]2[N:10]=[CH:9][N:8]=[C:7]3[NH:6][N:5]=[C:4]([O:13][CH2:14][CH2:15][OH:16])[C:3]=23)=[CH:19][C:18]=1[CH3:17]. The yield is 0.580. No catalyst specified. The reactants are [C:1]([C:3]1[C:4]([O:13][CH2:14][CH2:15][OH:16])=[N:5][NH:6][C:7]=1[N:8]=[CH:9][N:10](C)C)#[N:2].[CH3:17][C:18]1[CH:19]=[C:20]([CH:22]=[CH:23][C:24]=1[O:25][CH2:26][C:27]1[CH:32]=[CH:31][CH:30]=[C:29]([F:33])[CH:28]=1)N. (6) The reactants are [NH:1]1[C:5]2=[N:6][CH:7]=[CH:8][CH:9]=[C:4]2[CH:3]=[CH:2]1.[C:10]([O:14][C:15]([N:17]1[CH2:22][CH2:21][C:20](=O)[CH2:19][CH2:18]1)=[O:16])([CH3:13])([CH3:12])[CH3:11].[OH-].[K+]. The catalyst is CO. The product is [C:10]([O:14][C:15]([N:17]1[CH2:18][CH:19]=[C:20]([C:3]2[C:4]3[C:5](=[N:6][CH:7]=[CH:8][CH:9]=3)[NH:1][CH:2]=2)[CH2:21][CH2:22]1)=[O:16])([CH3:13])([CH3:11])[CH3:12]. The yield is 0.910. (7) The reactants are [CH2:1]([C@H:3]1[C@@H:7]([C:8]2[N:12]3[C:13]4[CH:19]=[CH:18][NH:17][C:14]=4[N:15]=[CH:16][C:11]3=[N:10][N:9]=2)[CH2:6][C@@H:5]([NH:20][S:21]([CH:24]2[CH2:26][CH2:25]2)(=[O:23])=[O:22])[CH2:4]1)[CH3:2].[OH-].[K+].[I:29]I.[Cl-].[NH4+]. The catalyst is CN(C=O)C. The product is [CH2:1]([C@H:3]1[C@@H:7]([C:8]2[N:12]3[C:13]4[C:19]([I:29])=[CH:18][NH:17][C:14]=4[N:15]=[CH:16][C:11]3=[N:10][N:9]=2)[CH2:6][C@@H:5]([NH:20][S:21]([CH:24]2[CH2:26][CH2:25]2)(=[O:23])=[O:22])[CH2:4]1)[CH3:2]. The yield is 0.930. (8) The reactants are [NH2:1][C:2]1[CH:7]=[C:6]([O:8][C:9]2[CH:10]=[CH:11][C:12]([NH:15][C:16]([C:18]3[C:22](=[O:23])[N:21]([C:24]4[CH:29]=[CH:28][CH:27]=[CH:26][CH:25]=4)[N:20]4[CH2:30][CH2:31][CH2:32][C:19]=34)=[O:17])=[N:13][CH:14]=2)[CH:5]=[CH:4][N:3]=1.N1C=CC=CC=1.[CH:39]1([C:42](Cl)=[O:43])[CH2:41][CH2:40]1. The catalyst is CC#N.CN(C1C=CN=CC=1)C.C(Cl)Cl.O. The product is [CH:39]1([C:42]([NH:1][C:2]2[CH:7]=[C:6]([O:8][C:9]3[CH:10]=[CH:11][C:12]([NH:15][C:16]([C:18]4[C:22](=[O:23])[N:21]([C:24]5[CH:25]=[CH:26][CH:27]=[CH:28][CH:29]=5)[N:20]5[CH2:30][CH2:31][CH2:32][C:19]=45)=[O:17])=[N:13][CH:14]=3)[CH:5]=[CH:4][N:3]=2)=[O:43])[CH2:41][CH2:40]1. The yield is 0.610.